Regression/Classification. Given a drug SMILES string, predict its absorption, distribution, metabolism, or excretion properties. Task type varies by dataset: regression for continuous measurements (e.g., permeability, clearance, half-life) or binary classification for categorical outcomes (e.g., BBB penetration, CYP inhibition). For this dataset (solubility_aqsoldb), we predict Y. From a dataset of Aqueous solubility values for 9,982 compounds from the AqSolDB database. (1) The drug is Clc1cc2c(c(Cl)c1Cl)Oc1c(Cl)c(Cl)c(Cl)c(Cl)c1O2. The Y is -11.5 log mol/L. (2) The compound is O=c1ccc(Br)ccc1O. The Y is -3.56 log mol/L. (3) The compound is CC(=O)CC(C)(C)c1ccccc1. The Y is -2.34 log mol/L. (4) The molecule is COC(=O)c1cc(O)c(O)c(O)c1. The Y is -1.24 log mol/L. (5) The drug is ClC(Br)C(Cl)Br. The Y is -2.56 log mol/L. (6) The drug is Clc1ccc(Oc2c(Cl)c(Cl)c(Cl)c(Cl)c2Cl)c(Cl)c1. The Y is -9.64 log mol/L. (7) The compound is C=C1C2CCC(C)(OCC)C1CCC2(C)C. The Y is -4.73 log mol/L.